From a dataset of Merck oncology drug combination screen with 23,052 pairs across 39 cell lines. Regression. Given two drug SMILES strings and cell line genomic features, predict the synergy score measuring deviation from expected non-interaction effect. (1) Drug 1: CN(C)C(=N)N=C(N)N. Drug 2: C#Cc1cccc(Nc2ncnc3cc(OCCOC)c(OCCOC)cc23)c1. Cell line: LNCAP. Synergy scores: synergy=6.12. (2) Drug 2: Cc1nc(Nc2ncc(C(=O)Nc3c(C)cccc3Cl)s2)cc(N2CCN(CCO)CC2)n1. Drug 1: O=C(O)C1(Cc2cccc(Nc3nccs3)n2)CCC(Oc2cccc(Cl)c2F)CC1. Cell line: SW837. Synergy scores: synergy=18.5. (3) Drug 1: COC12C(COC(N)=O)C3=C(C(=O)C(C)=C(N)C3=O)N1CC1NC12. Drug 2: CC1(c2nc3c(C(N)=O)cccc3[nH]2)CCCN1. Cell line: LOVO. Synergy scores: synergy=18.0. (4) Drug 1: O=C(CCCCCCC(=O)Nc1ccccc1)NO. Drug 2: Cn1cc(-c2cnn3c(N)c(Br)c(C4CCCNC4)nc23)cn1. Cell line: DLD1. Synergy scores: synergy=5.85. (5) Drug 1: COc1cc(C2c3cc4c(cc3C(OC3OC5COC(C)OC5C(O)C3O)C3COC(=O)C23)OCO4)cc(OC)c1O. Drug 2: O=C(NOCC(O)CO)c1ccc(F)c(F)c1Nc1ccc(I)cc1F. Cell line: OVCAR3. Synergy scores: synergy=28.6. (6) Drug 1: O=S1(=O)NC2(CN1CC(F)(F)F)C1CCC2Cc2cc(C=CCN3CCC(C(F)(F)F)CC3)ccc2C1. Drug 2: COC1=C2CC(C)CC(OC)C(O)C(C)C=C(C)C(OC(N)=O)C(OC)C=CC=C(C)C(=O)NC(=CC1=O)C2=O. Cell line: SW620. Synergy scores: synergy=-15.4. (7) Drug 1: CN1C(=O)C=CC2(C)C3CCC4(C)C(NC(=O)OCC(F)(F)F)CCC4C3CCC12. Cell line: DLD1. Drug 2: CC1(c2nc3c(C(N)=O)cccc3[nH]2)CCCN1. Synergy scores: synergy=1.60.